From a dataset of Peptide-MHC class I binding affinity with 185,985 pairs from IEDB/IMGT. Regression. Given a peptide amino acid sequence and an MHC pseudo amino acid sequence, predict their binding affinity value. This is MHC class I binding data. (1) The peptide sequence is RFGTSLLFL. The MHC is HLA-A24:02 with pseudo-sequence HLA-A24:02. The binding affinity (normalized) is 0.398. (2) The peptide sequence is ASIENMEKI. The MHC is H-2-Db with pseudo-sequence H-2-Db. The binding affinity (normalized) is 0.936. (3) The peptide sequence is SVMSTFFWE. The MHC is HLA-A80:01 with pseudo-sequence HLA-A80:01. The binding affinity (normalized) is 0.0847. (4) The peptide sequence is LALEGSLQK. The MHC is HLA-B07:02 with pseudo-sequence HLA-B07:02. The binding affinity (normalized) is 0. (5) The peptide sequence is TMTLWYMWQV. The MHC is HLA-A02:06 with pseudo-sequence HLA-A02:06. The binding affinity (normalized) is 0.602. (6) The peptide sequence is WTRPRYIEI. The binding affinity (normalized) is 0.0847. The MHC is HLA-B57:01 with pseudo-sequence HLA-B57:01. (7) The peptide sequence is RQYPTAFEF. The MHC is Mamu-B52 with pseudo-sequence Mamu-B52. The binding affinity (normalized) is 0.746. (8) The peptide sequence is TINAWIKVV. The MHC is HLA-A02:01 with pseudo-sequence HLA-A02:01. The binding affinity (normalized) is 0.210. (9) The peptide sequence is KIKNRIERL. The MHC is HLA-B57:01 with pseudo-sequence HLA-B57:01. The binding affinity (normalized) is 0.0847. (10) The peptide sequence is RLLACLCKHK. The MHC is HLA-A11:01 with pseudo-sequence HLA-A11:01. The binding affinity (normalized) is 0.818.